Dataset: Full USPTO retrosynthesis dataset with 1.9M reactions from patents (1976-2016). Task: Predict the reactants needed to synthesize the given product. (1) Given the product [CH3:18][O:13][C:12](=[O:14])/[CH:11]=[CH:10]/[C:9]1[CH:15]=[CH:16][CH:17]=[C:7]([Br:6])[CH:8]=1, predict the reactants needed to synthesize it. The reactants are: S(=O)(=O)(O)O.[Br:6][C:7]1[CH:8]=[C:9]([CH:15]=[CH:16][CH:17]=1)[CH:10]=[CH:11][C:12]([OH:14])=[O:13].[CH3:18]O. (2) Given the product [CH:42]1([CH:45]([C:52]2[CH:57]=[CH:56][CH:55]=[C:54]([CH2:58][O:11][C:10]3[CH:9]=[CH:8][C:7]([C:12]4[CH:17]=[C:16]([O:18][CH3:19])[CH:15]=[CH:14][C:13]=4[F:20])=[CH:6][C:5]=3[CH2:4][CH2:3][C:2]([CH3:22])([CH3:21])[CH3:1])[CH:53]=2)[CH2:46][C:47]([O:49][CH2:50][CH3:51])=[O:48])[CH2:44][CH2:43]1, predict the reactants needed to synthesize it. The reactants are: [CH3:1][C:2]([CH3:22])([CH3:21])[CH2:3][CH2:4][C:5]1[CH:6]=[C:7]([C:12]2[CH:17]=[C:16]([O:18][CH3:19])[CH:15]=[CH:14][C:13]=2[F:20])[CH:8]=[CH:9][C:10]=1[OH:11].C1(P(C2C=CC=CC=2)C2C=CC=CC=2)C=CC=CC=1.[CH:42]1([CH:45]([C:52]2[CH:57]=[CH:56][CH:55]=[C:54]([CH2:58]O)[CH:53]=2)[CH2:46][C:47]([O:49][CH2:50][CH3:51])=[O:48])[CH2:44][CH2:43]1.N(C(OCC)=O)=NC(OCC)=O.